This data is from Reaction yield outcomes from USPTO patents with 853,638 reactions. The task is: Predict the reaction yield, written as a fraction of the theoretical maximum amount of product (1.0 means a 100% yield; for example, 0.34 means a 34% yield). (1) The reactants are [F:1][C:2]([F:40])([F:39])[C:3]1[CH:4]=[C:5]([C:13]([CH3:38])([CH3:37])[C:14]([N:16]([CH3:36])[C:17]2[CH:18]=[N:19][C:20]([N:30]3[CH2:35][CH2:34][NH:33][CH2:32][CH2:31]3)=[CH:21][C:22]=2[C:23]2[CH:28]=[CH:27][CH:26]=[CH:25][C:24]=2[CH3:29])=[O:15])[CH:6]=[C:7]([C:9]([F:12])([F:11])[F:10])[CH:8]=1.C(N(CC)CC)C.[CH3:48][S:49](Cl)(=[O:51])=[O:50]. The catalyst is ClCCl. The product is [F:40][C:2]([F:1])([F:39])[C:3]1[CH:4]=[C:5]([C:13]([CH3:38])([CH3:37])[C:14]([N:16]([C:17]2[CH:18]=[N:19][C:20]([N:30]3[CH2:35][CH2:34][N:33]([S:49]([CH3:48])(=[O:51])=[O:50])[CH2:32][CH2:31]3)=[CH:21][C:22]=2[C:23]2[CH:28]=[CH:27][CH:26]=[CH:25][C:24]=2[CH3:29])[CH3:36])=[O:15])[CH:6]=[C:7]([C:9]([F:12])([F:10])[F:11])[CH:8]=1. The yield is 0.750. (2) The reactants are [F:1][C:2]1[CH:7]=[CH:6][C:5]([C:8]2[O:12][N:11]=[C:10]([CH:13]([OH:15])[CH3:14])[N:9]=2)=[CH:4][CH:3]=1.CC(OI1(OC(C)=O)(OC(C)=O)OC(=O)C2C=CC=CC1=2)=O. The catalyst is C(Cl)Cl. The product is [F:1][C:2]1[CH:3]=[CH:4][C:5]([C:8]2[O:12][N:11]=[C:10]([C:13](=[O:15])[CH3:14])[N:9]=2)=[CH:6][CH:7]=1. The yield is 0.720.